Task: Predict the reaction yield, written as a fraction of the theoretical maximum amount of product (1.0 means a 100% yield; for example, 0.34 means a 34% yield).. Dataset: Reaction yield outcomes from USPTO patents with 853,638 reactions The reactants are [C:1](O)(=[O:4])[C:2]#[CH:3].CN(C(ON1N=NC2C=CC=NC1=2)=[N+](C)C)C.F[P-](F)(F)(F)(F)F.[NH2:30][C@@H:31]1[CH2:35][N:34]([C:36](=[O:56])[C@@H:37]([NH:42][C:43](=[O:55])[C@@H:44]([N:46]([CH3:54])[C:47](=[O:53])[O:48][C:49]([CH3:52])([CH3:51])[CH3:50])[CH3:45])[C:38]([CH3:41])([CH3:40])[CH3:39])[C@H:33]([C:57](=[O:69])[NH:58][C@H:59]2[C:68]3[C:63](=[CH:64][CH:65]=[CH:66][CH:67]=3)[CH2:62][CH2:61][CH2:60]2)[CH2:32]1.CCN(C(C)C)C(C)C. The catalyst is CN(C=O)C.C(OCC)(=O)C.[Cl-].[Na+].O. The product is [CH3:39][C:38]([CH3:40])([CH3:41])[C@H:37]([NH:42][C:43](=[O:55])[C@@H:44]([N:46]([CH3:54])[C:47](=[O:53])[O:48][C:49]([CH3:50])([CH3:51])[CH3:52])[CH3:45])[C:36](=[O:56])[N:34]1[CH2:35][C@@H:31]([NH:30][C:1](=[O:4])[C:2]#[CH:3])[CH2:32][C@H:33]1[C:57](=[O:69])[NH:58][C@H:59]1[C:68]2[C:63](=[CH:64][CH:65]=[CH:66][CH:67]=2)[CH2:62][CH2:61][CH2:60]1. The yield is 0.700.